Dataset: Full USPTO retrosynthesis dataset with 1.9M reactions from patents (1976-2016). Task: Predict the reactants needed to synthesize the given product. (1) Given the product [CH:12]1([NH:18][C:19]([NH:6][C:5]2[CH:7]=[CH:8][CH:9]=[C:3]([C:2]([F:10])([F:11])[F:1])[CH:4]=2)=[S:20])[CH2:17][CH2:16][CH2:15][CH2:14][CH2:13]1, predict the reactants needed to synthesize it. The reactants are: [F:1][C:2]([F:11])([F:10])[C:3]1[CH:4]=[C:5]([CH:7]=[CH:8][CH:9]=1)[NH2:6].[CH:12]1([N:18]=[C:19]=[S:20])[CH2:17][CH2:16][CH2:15][CH2:14][CH2:13]1. (2) Given the product [N:41]([CH:6]1[C:5]2[C:10](=[CH:11][C:2]([Br:1])=[CH:3][CH:4]=2)[O:9][CH2:8][CH2:7]1)=[N+:42]=[N-:43], predict the reactants needed to synthesize it. The reactants are: [Br:1][C:2]1[CH:11]=[C:10]2[C:5]([CH:6](O)[CH2:7][CH2:8][O:9]2)=[CH:4][CH:3]=1.BrC1C=C2C(C(=O)CCO2)=CC=1.[BH4-].[Na+].C1(P([N:41]=[N+:42]=[N-:43])(C2C=CC=CC=2)=O)C=CC=CC=1.C1CCN2C(=NCCC2)CC1. (3) Given the product [C:9]1([CH3:31])[CH:10]=[CH:11][C:12]([S:14]([C:17]2[CH:22]=[CH:21][C:20]([N:39]3[CH2:40][CH2:41][C:36]4([O:35][CH2:34][CH2:33][O:32]4)[CH2:37][CH2:38]3)=[CH:19][CH:18]=2)(=[O:15])=[O:16])=[CH:13][CH:8]=1, predict the reactants needed to synthesize it. The reactants are: FC1C=CC([C:8]2[CH:13]=[C:12]([S:14]([C:17]3[CH:22]=[CH:21][C:20](C)=[C:19](C4C=CC(F)=CC=4)[CH:18]=3)(=[O:16])=[O:15])[CH:11]=[CH:10][C:9]=2[CH3:31])=CC=1.[O:32]1[C:36]2([CH2:41][CH2:40][NH:39][CH2:38][CH2:37]2)[O:35][CH2:34][CH2:33]1.C(=O)([O-])[O-].[K+].[K+].O. (4) Given the product [CH3:16][C:3]1[CH:4]=[C:5]([C:8]2[CH2:9][CH2:10][S:11](=[O:15])(=[O:14])[CH2:12][CH:13]=2)[CH:6]=[CH:7][C:2]=1[B:17]1[O:21][C:20]([CH3:23])([CH3:22])[C:19]([CH3:25])([CH3:24])[O:18]1, predict the reactants needed to synthesize it. The reactants are: Br[C:2]1[CH:7]=[CH:6][C:5]([C:8]2[CH2:9][CH2:10][S:11](=[O:15])(=[O:14])[CH2:12][CH:13]=2)=[CH:4][C:3]=1[CH3:16].[B:17]1([B:17]2[O:21][C:20]([CH3:23])([CH3:22])[C:19]([CH3:25])([CH3:24])[O:18]2)[O:21][C:20]([CH3:23])([CH3:22])[C:19]([CH3:25])([CH3:24])[O:18]1.CC([O-])=O.[K+]. (5) Given the product [CH3:35][O:34][C:32]1[CH:31]=[C:30]([CH2:36][CH2:37][C:38]2[CH:39]=[C:40]([NH:43][C:12](=[O:14])[C:11]3[CH:10]=[CH:9][C:8]([F:7])=[CH:16][CH:15]=3)[NH:41][N:42]=2)[CH:29]=[C:28]([O:27][CH3:26])[CH:33]=1, predict the reactants needed to synthesize it. The reactants are: C(Cl)(=O)C(Cl)=O.[F:7][C:8]1[CH:16]=[CH:15][C:11]([C:12]([OH:14])=O)=[CH:10][CH:9]=1.CCN(C(C)C)C(C)C.[CH3:26][O:27][C:28]1[CH:29]=[C:30]([CH2:36][CH2:37][C:38]2[CH:39]=[C:40]([NH2:43])[NH:41][N:42]=2)[CH:31]=[C:32]([O:34][CH3:35])[CH:33]=1.